This data is from Full USPTO retrosynthesis dataset with 1.9M reactions from patents (1976-2016). The task is: Predict the reactants needed to synthesize the given product. (1) Given the product [CH3:1][O:2][C:3](=[O:10])[CH:4]([O:5][CH2:6][CH2:7][CH2:8][CH3:9])[CH:31]([C:30]1[CH:33]=[CH:34][C:27]([O:26][CH2:19][C:20]2[CH:25]=[CH:24][CH:23]=[CH:22][CH:21]=2)=[CH:28][C:29]=1[CH3:35])[OH:32], predict the reactants needed to synthesize it. The reactants are: [CH3:1][O:2][C:3](=[O:10])[CH2:4][O:5][CH2:6][CH2:7][CH2:8][CH3:9].C([N-]C(C)C)(C)C.[Li+].[CH2:19]([O:26][C:27]1[CH:34]=[CH:33][C:30]([CH:31]=[O:32])=[C:29]([CH3:35])[CH:28]=1)[C:20]1[CH:25]=[CH:24][CH:23]=[CH:22][CH:21]=1. (2) The reactants are: [NH:1]1[C:9]2[CH:8]=[CH:7][N:6]=[CH:5][C:4]=2[CH:3]=[N:2]1.[Br:10]N1C(=O)CCC1=O.S([O-])([O-])(=O)=S.[Na+].[Na+]. Given the product [Br:10][C:3]1[C:4]2[CH:5]=[N:6][CH:7]=[CH:8][C:9]=2[NH:1][N:2]=1, predict the reactants needed to synthesize it. (3) Given the product [F:59][C:60]([F:65])([F:64])[C:61]([OH:63])=[O:62].[Cl:26][C:22]1[CH:23]=[C:24]2[C:19](=[CH:20][CH:21]=1)[NH:18][C:17]([S:14]([N:11]1[CH2:12][CH2:13][NH:8][CH:9]([CH2:27][C:28]([NH:47][S:44]([CH3:43])(=[O:46])=[O:45])=[O:30])[CH2:10]1)(=[O:16])=[O:15])=[CH:25]2, predict the reactants needed to synthesize it. The reactants are: C(OC([N:8]1[CH2:13][CH2:12][N:11]([S:14]([C:17]2[NH:18][C:19]3[C:24]([CH:25]=2)=[CH:23][C:22]([Cl:26])=[CH:21][CH:20]=3)(=[O:16])=[O:15])[CH2:10][CH:9]1[CH2:27][C:28]([OH:30])=O)=O)(C)(C)C.C(N1C=CN=C1)(N1C=CN=C1)=O.[CH3:43][S:44]([NH2:47])(=[O:46])=[O:45].C1CCN2C(=NCCC2)CC1.[F:59][C:60]([F:65])([F:64])[C:61]([OH:63])=[O:62]. (4) Given the product [I:27][C:28]1[CH:33]=[CH:32][C:31]([O:34][CH2:35][C:36]2[N:3]=[N:2][N:1]([CH2:4][CH2:5][O:6][CH2:7][CH2:8][O:9][CH2:10][CH2:11][O:12][C:13]3[CH:14]=[CH:15][C:16]([NH:19][C:20](=[O:26])[O:21][C:22]([CH3:23])([CH3:25])[CH3:24])=[CH:17][CH:18]=3)[CH:37]=2)=[CH:30][CH:29]=1, predict the reactants needed to synthesize it. The reactants are: [N:1]([CH2:4][CH2:5][O:6][CH2:7][CH2:8][O:9][CH2:10][CH2:11][O:12][C:13]1[CH:18]=[CH:17][C:16]([NH:19][C:20](=[O:26])[O:21][C:22]([CH3:25])([CH3:24])[CH3:23])=[CH:15][CH:14]=1)=[N+:2]=[N-:3].[I:27][C:28]1[CH:33]=[CH:32][C:31]([O:34][CH2:35][C:36]#[CH:37])=[CH:30][CH:29]=1.O. (5) Given the product [F:30][CH:31]([F:34])[CH2:32][N:15]([S:16]([C:19]1[CH:24]=[CH:23][CH:22]=[CH:21][N:20]=1)(=[O:17])=[O:18])[C:13]1[CH:14]=[C:6]([O:5][CH2:4][CH2:3][O:2][CH3:1])[CH:7]=[C:8]2[C:12]=1[NH:11][C:10]([C:25]([O:27][CH2:28][CH3:29])=[O:26])=[CH:9]2, predict the reactants needed to synthesize it. The reactants are: [CH3:1][O:2][CH2:3][CH2:4][O:5][C:6]1[CH:7]=[C:8]2[C:12](=[C:13]([NH:15][S:16]([C:19]3[CH:24]=[CH:23][CH:22]=[CH:21][N:20]=3)(=[O:18])=[O:17])[CH:14]=1)[NH:11][C:10]([C:25]([O:27][CH2:28][CH3:29])=[O:26])=[CH:9]2.[F:30][CH:31]([F:34])[CH2:32]O.C(P(CCCC)CCCC)CCC.N(C(N1CCCCC1)=O)=NC(N1CCCCC1)=O. (6) Given the product [CH:27]1([CH2:26][O:23][C:22]([N:10]2[CH2:9][C@H:8]([NH:7][C:6]([O:5][C:1]([CH3:4])([CH3:2])[CH3:3])=[O:21])[C:14](=[O:15])[N:13]([CH3:16])[C:12]3[CH:17]=[CH:18][CH:19]=[CH:20][C:11]2=3)=[O:24])[CH2:29][CH2:28]1, predict the reactants needed to synthesize it. The reactants are: [C:1]([O:5][C:6](=[O:21])[NH:7][C@@H:8]1[C:14](=[O:15])[N:13]([CH3:16])[C:12]2[CH:17]=[CH:18][CH:19]=[CH:20][C:11]=2[NH:10][CH2:9]1)([CH3:4])([CH3:3])[CH3:2].[C:22](=[O:24])=[O:23].Br[CH2:26][CH:27]1[CH2:29][CH2:28]1.C(=O)([O-])[O-].[Cs+].[Cs+]. (7) Given the product [O:41]1[CH2:42][CH2:43][N:38]([C:35]2[CH:34]=[CH:33][C:32]([C:26]3[NH:27][C:28]4[C:24]([N:25]=3)=[C:23]([C:21]3[CH:20]=[CH:19][C:4]([O:5][CH:6]5[CH2:11][CH2:10][NH:9][CH2:8][CH2:7]5)=[C:3]([CH:22]=3)[C:1]#[N:2])[N:31]=[CH:30][N:29]=4)=[CH:37][CH:36]=2)[CH2:39][CH2:40]1, predict the reactants needed to synthesize it. The reactants are: [C:1]([C:3]1[CH:22]=[C:21]([C:23]2[N:31]=[CH:30][N:29]=[C:28]3[C:24]=2[N:25]=[C:26]([C:32]2[CH:37]=[CH:36][C:35]([N:38]4[CH2:43][CH2:42][O:41][CH2:40][CH2:39]4)=[CH:34][CH:33]=2)[NH:27]3)[CH:20]=[CH:19][C:4]=1[O:5][CH:6]1[CH2:11][CH2:10][N:9](C(OC(C)(C)C)=O)[CH2:8][CH2:7]1)#[N:2].